From a dataset of TCR-epitope binding with 47,182 pairs between 192 epitopes and 23,139 TCRs. Binary Classification. Given a T-cell receptor sequence (or CDR3 region) and an epitope sequence, predict whether binding occurs between them. (1) The epitope is PKYVKQNTLKLAT. The TCR CDR3 sequence is CASSLGLAGGGDTQYF. Result: 1 (the TCR binds to the epitope). (2) The epitope is LPPAYTNSF. The TCR CDR3 sequence is CASSNVAGDITGELFF. Result: 1 (the TCR binds to the epitope). (3) The epitope is LLWNGPMAV. The TCR CDR3 sequence is CATSRAGAYEQYF. Result: 1 (the TCR binds to the epitope). (4) The epitope is AIMTRCLAV. The TCR CDR3 sequence is CASSFGAYNSPLHF. Result: 0 (the TCR does not bind to the epitope). (5) The epitope is KTWGQYWQV. Result: 1 (the TCR binds to the epitope). The TCR CDR3 sequence is CASSLAGGVDTQYF.